Dataset: Catalyst prediction with 721,799 reactions and 888 catalyst types from USPTO. Task: Predict which catalyst facilitates the given reaction. Reactant: [F:1][C:2]1[C:3](=[N:17][NH2:18])[N:4]=[C:5]([S:15][CH3:16])[NH:6][C:7]=1[NH:8][CH2:9][C:10]1[S:11][CH:12]=[CH:13][N:14]=1.[CH:19]1([CH2:24][C@H:25]([CH2:29][N:30]([CH:38]=[O:39])[O:31][CH:32]2[CH2:37][CH2:36][CH2:35][CH2:34][O:33]2)[C:26](O)=[O:27])[CH2:23][CH2:22][CH2:21][CH2:20]1.CN1CCOCC1.C1C=NC2N(O)N=NC=2C=1.C(Cl)CCl. Product: [CH:19]1([CH2:24][C@@H:25]([C:26]([NH:18][NH:17][C:3]2[C:2]([F:1])=[C:7]([NH:8][CH2:9][C:10]3[S:11][CH:12]=[CH:13][N:14]=3)[N:6]=[C:5]([S:15][CH3:16])[N:4]=2)=[O:27])[CH2:29][N:30]([O:31][CH:32]2[CH2:37][CH2:36][CH2:35][CH2:34][O:33]2)[CH:38]=[O:39])[CH2:23][CH2:22][CH2:21][CH2:20]1. The catalyst class is: 3.